The task is: Regression. Given a peptide amino acid sequence and an MHC pseudo amino acid sequence, predict their binding affinity value. This is MHC class II binding data.. This data is from Peptide-MHC class II binding affinity with 134,281 pairs from IEDB. (1) The peptide sequence is DISWESDAEITGSSERV. The MHC is DRB1_0404 with pseudo-sequence DRB1_0404. The binding affinity (normalized) is 0. (2) The peptide sequence is TVWAQSADFPQFKPE. The MHC is DRB1_0701 with pseudo-sequence DRB1_0701. The binding affinity (normalized) is 0.516. (3) The MHC is DRB1_0301 with pseudo-sequence DRB1_0301. The binding affinity (normalized) is 0.653. The peptide sequence is STIFPFRRLFMVADV.